Dataset: Full USPTO retrosynthesis dataset with 1.9M reactions from patents (1976-2016). Task: Predict the reactants needed to synthesize the given product. The reactants are: [CH3:1][NH:2][C:3]1[CH:8]=[CH:7][CH:6]=[CH:5][CH:4]=1.C([Li])CCC.Cl[Si:15]([CH3:18])([CH3:17])[CH3:16]. Given the product [CH3:16][Si:15]([CH3:18])([CH3:17])[N:2]([CH3:1])[C:3]1[CH:8]=[CH:7][CH:6]=[CH:5][CH:4]=1, predict the reactants needed to synthesize it.